Dataset: Forward reaction prediction with 1.9M reactions from USPTO patents (1976-2016). Task: Predict the product of the given reaction. Given the reactants [C:1]([O:5][C:6]([N:8]1[C:16]2[C:11](=[CH:12][C:13]([CH2:17][CH2:18][CH2:19][CH2:20][CH2:21]O)=[CH:14][CH:15]=2)[CH2:10][CH2:9]1)=[O:7])([CH3:4])([CH3:3])[CH3:2].CS(Cl)(=O)=O.C([N:30]([CH2:33][CH3:34])[CH2:31]C)C.[CH2:35](CN)C=C, predict the reaction product. The product is: [C:1]([O:5][C:6]([N:8]1[C:16]2[C:11](=[CH:12][C:13]([CH2:17][CH2:18][CH2:19][CH2:20][CH2:21][N:30]([CH2:33][CH:34]=[CH2:35])[CH3:31])=[CH:14][CH:15]=2)[CH2:10][CH2:9]1)=[O:7])([CH3:4])([CH3:3])[CH3:2].